From a dataset of Forward reaction prediction with 1.9M reactions from USPTO patents (1976-2016). Predict the product of the given reaction. (1) Given the reactants [C:1]([C:5]1[CH:31]=[CH:30][CH:29]=[CH:28][C:6]=1[O:7][C:8]1[C:13]([NH:14][C:15]2[S:19][N:18]=[C:17]([CH2:20][S:21][C:22]3[CH:27]=[CH:26][CH:25]=[CH:24][CH:23]=3)[N:16]=2)=[CH:12][CH:11]=[CH:10][N:9]=1)([CH3:4])([CH3:3])[CH3:2].C(OO)(=[O:34])C, predict the reaction product. The product is: [C:1]([C:5]1[CH:31]=[CH:30][CH:29]=[CH:28][C:6]=1[O:7][C:8]1[C:13]([NH:14][C:15]2[S:19][N:18]=[C:17]([CH2:20][S:21]([C:22]3[CH:23]=[CH:24][CH:25]=[CH:26][CH:27]=3)=[O:34])[N:16]=2)=[CH:12][CH:11]=[CH:10][N:9]=1)([CH3:4])([CH3:2])[CH3:3]. (2) Given the reactants [N:1]([CH:4]([C:19]1[CH:24]=[CH:23][C:22]([Cl:25])=[CH:21][CH:20]=1)[C:5]1[N:9]([CH:10]([CH3:12])[CH3:11])[C:8](Br)=[N:7][C:6]=1[C:14]([O:16][CH2:17][CH3:18])=[O:15])=[N+:2]=[N-:3].[CH3:26][N:27]1[CH2:32][CH:31]=[C:30](B(O)O)[CH2:29][CH2:28]1, predict the reaction product. The product is: [N:1]([CH:4]([C:19]1[CH:24]=[CH:23][C:22]([Cl:25])=[CH:21][CH:20]=1)[C:5]1[N:9]([CH:10]([CH3:12])[CH3:11])[C:8]([C:30]2[CH2:31][CH2:32][N:27]([CH3:26])[CH2:28][CH:29]=2)=[N:7][C:6]=1[C:14]([O:16][CH2:17][CH3:18])=[O:15])=[N+:2]=[N-:3]. (3) Given the reactants [OH:1][CH2:2][C:3]1[CH:12]=[CH:11][C:10]2[C:5](=[CH:6][C:7]([O:17][CH3:18])=[C:8]([O:15][CH3:16])[C:9]=2[O:13][CH3:14])[CH:4]=1.[Cr](O[Cr]([O-])(=O)=O)([O-])(=O)=O.[NH+]1C=CC=CC=1.[NH+]1C=CC=CC=1, predict the reaction product. The product is: [CH3:14][O:13][C:9]1[C:8]([O:15][CH3:16])=[C:7]([O:17][CH3:18])[CH:6]=[C:5]2[C:10]=1[CH:11]=[CH:12][C:3]([CH:2]=[O:1])=[CH:4]2. (4) Given the reactants [C:1]([O:5][CH:6]([C:12]1[C:16]([C:17]2[CH2:22][CH2:21][C:20]([CH3:24])([CH3:23])[CH2:19][CH:18]=2)=[C:15](B2OC(C)(C)C(C)(C)O2)[S:14][C:13]=1[CH3:34])[C:7]([O:9][CH2:10][CH3:11])=[O:8])([CH3:4])([CH3:3])[CH3:2].Br[C:36]1[CH:41]=[CH:40][CH:39]=[CH:38][N:37]=1.C(=O)([O-])[O-].[K+].[K+], predict the reaction product. The product is: [C:1]([O:5][CH:6]([C:12]1[C:16]([C:17]2[CH2:22][CH2:21][C:20]([CH3:24])([CH3:23])[CH2:19][CH:18]=2)=[C:15]([C:36]2[CH:41]=[CH:40][CH:39]=[CH:38][N:37]=2)[S:14][C:13]=1[CH3:34])[C:7]([O:9][CH2:10][CH3:11])=[O:8])([CH3:4])([CH3:2])[CH3:3]. (5) Given the reactants [C:1]([O:5][C:6]([N:8]1[CH:13]2[CH2:14][CH2:15][CH:9]1[CH2:10][N:11]([C:16]1[CH:21]=[CH:20][N:19]=[C:18]([NH:22][C:23]3[CH:24]=[N:25][C:26]([C:30]([O:32]C)=O)=[C:27]([F:29])[CH:28]=3)[N:17]=1)[CH2:12]2)=[O:7])([CH3:4])([CH3:3])[CH3:2].[NH3:34].CO, predict the reaction product. The product is: [C:1]([O:5][C:6]([N:8]1[CH:9]2[CH2:15][CH2:14][CH:13]1[CH2:12][N:11]([C:16]1[CH:21]=[CH:20][N:19]=[C:18]([NH:22][C:23]3[CH:24]=[N:25][C:26]([C:30](=[O:32])[NH2:34])=[C:27]([F:29])[CH:28]=3)[N:17]=1)[CH2:10]2)=[O:7])([CH3:3])([CH3:2])[CH3:4].